Predict the product of the given reaction. From a dataset of Forward reaction prediction with 1.9M reactions from USPTO patents (1976-2016). (1) The product is: [CH2:6]([NH:13][CH2:3][CH:2]([F:5])[F:1])[C:7]1[CH:12]=[CH:11][CH:10]=[CH:9][CH:8]=1. Given the reactants [F:1][CH:2]([F:5])[CH2:3]Cl.[CH2:6]([NH2:13])[C:7]1[CH:12]=[CH:11][CH:10]=[CH:9][CH:8]=1.C(N(CC)CC)C, predict the reaction product. (2) Given the reactants [NH2:1][C:2]1[CH:3]=[C:4]([CH:18]=[CH:19][C:20]=1[NH2:21])[C:5]([NH:7][C:8]1[CH:17]=[CH:16][C:15]2[C:10](=[CH:11][CH:12]=[CH:13][CH:14]=2)[N:9]=1)=[O:6].[CH3:22][O:23][C:24](=[O:37])[CH2:25][O:26][C:27]1[CH:32]=[C:31]([CH3:33])[C:30]([CH:34]=O)=[C:29]([CH3:36])[CH:28]=1.C(S([O-])(=O)=O)(F)(F)F.C(S([O-])(=O)=O)(F)(F)F.C(S([O-])(=O)=O)(F)(F)F.[Yb+3].O, predict the reaction product. The product is: [CH3:22][O:23][C:24](=[O:37])[CH2:25][O:26][C:27]1[CH:32]=[C:31]([CH3:33])[C:30]([C:34]2[NH:1][C:2]3[CH:3]=[C:4]([C:5](=[O:6])[NH:7][C:8]4[CH:17]=[CH:16][C:15]5[C:10](=[CH:11][CH:12]=[CH:13][CH:14]=5)[N:9]=4)[CH:18]=[CH:19][C:20]=3[N:21]=2)=[C:29]([CH3:36])[CH:28]=1.